This data is from Full USPTO retrosynthesis dataset with 1.9M reactions from patents (1976-2016). The task is: Predict the reactants needed to synthesize the given product. (1) Given the product [OH:9][C@H:4]1[C@H:3]([CH2:2][OH:1])[CH2:8][CH2:7][N:6]([C:10]([O:12][C:13]([CH3:16])([CH3:15])[CH3:14])=[O:11])[CH2:5]1, predict the reactants needed to synthesize it. The reactants are: [OH:1][CH2:2][C@@H:3]1[CH2:8][CH2:7][NH:6][CH2:5][C@H:4]1[OH:9].[C:10](O[C:10]([O:12][C:13]([CH3:16])([CH3:15])[CH3:14])=[O:11])([O:12][C:13]([CH3:16])([CH3:15])[CH3:14])=[O:11]. (2) Given the product [CH3:1][O:2][C:3]1[CH:4]=[C:5]2[C:9](=[CH:10][CH:11]=1)[NH:8][C:7]([C:12]([O:14][CH2:15][CH3:16])=[O:13])=[C:6]2[CH2:17][CH2:18][N+:19]([O-:21])=[O:20], predict the reactants needed to synthesize it. The reactants are: [CH3:1][O:2][C:3]1[CH:4]=[C:5]2[C:9](=[CH:10][CH:11]=1)[NH:8][C:7]([C:12]([O:14][CH2:15][CH3:16])=[O:13])=[C:6]2/[CH:17]=[CH:18]/[N+:19]([O-:21])=[O:20].C(O)C.[BH4-].[Na+].C(O)(=O)C. (3) Given the product [CH3:11][O:10][CH:9]([O:12][CH3:13])[C:5]1[CH:6]=[C:7]([CH3:8])[C:2]([CH:22]=[O:23])=[N:3][C:4]=1[CH3:14], predict the reactants needed to synthesize it. The reactants are: Br[C:2]1[C:7]([CH3:8])=[CH:6][C:5]([CH:9]([O:12][CH3:13])[O:10][CH3:11])=[C:4]([CH3:14])[N:3]=1.C([Li])CCC.CN(C)[CH:22]=[O:23].O. (4) Given the product [Cl:19][C:20]1[CH:21]=[C:22]([C:23]#[N:24])[CH:25]=[CH:26][C:27]=1[N:28]1[C:1](=[O:33])[C:3]2([CH2:6][CH2:5][CH2:4]2)[N:7]([C:8]2[CH:17]=[CH:16][C:11]([C:12]([NH:14][CH3:15])=[O:13])=[C:10]([F:18])[CH:9]=2)[C:29]1=[S:30], predict the reactants needed to synthesize it. The reactants are: [C:1]([C:3]1([NH:7][C:8]2[CH:17]=[CH:16][C:11]([C:12]([NH:14][CH3:15])=[O:13])=[C:10]([F:18])[CH:9]=2)[CH2:6][CH2:5][CH2:4]1)#N.[Cl:19][C:20]1[CH:21]=[C:22]([CH:25]=[CH:26][C:27]=1[N:28]=[C:29]=[S:30])[C:23]#[N:24].C([OH:33])C.Cl. (5) The reactants are: [F:1][C:2]1[CH:7]=[CH:6][CH:5]=[C:4]([F:8])[C:3]=1[C:9]1[C:18]2[C:13](=[CH:14][CH:15]=[C:16]([C:19](O)=[O:20])[CH:17]=2)[O:12][CH2:11][CH:10]=1.CC[N:24]=[C:25]=[N:26]CCCN(C)C.Cl.[CH:34]1C=[CH:36][C:37]2[N:42](O)[N:41]=N[C:38]=2[CH:39]=1.CCN(C(C)C)C(C)C. Given the product [NH2:26][C:25]([N:42]1[C:37]([CH3:36])=[CH:38][C:39]([CH3:34])=[N:41]1)=[N:24][C:19]([C:16]1[CH:17]=[C:18]2[C:13](=[CH:14][CH:15]=1)[O:12][CH2:11][CH:10]=[C:9]2[C:3]1[C:4]([F:8])=[CH:5][CH:6]=[CH:7][C:2]=1[F:1])=[O:20], predict the reactants needed to synthesize it.